Dataset: Catalyst prediction with 721,799 reactions and 888 catalyst types from USPTO. Task: Predict which catalyst facilitates the given reaction. (1) Reactant: Br[C:2]1[CH:7]=[CH:6][C:5]([C:8]2[N:9]=[C:10]([CH3:30])[C:11]3[C:16]4[N:17]=[C:18]([N:24]5[CH2:29][CH2:28][NH:27][CH2:26][CH2:25]5)[N:19]=[C:20]([O:21][CH2:22][CH3:23])[C:15]=4[S:14][C:12]=3[N:13]=2)=[CH:4][CH:3]=1.[CH2:31]([O:35]C1C=CC(O)=CC=1)[CH2:32][CH2:33][CH3:34].C([O-])([O-])=O.[Cs+].[Cs+].C(OCC)(=O)C. Product: [CH2:31]([O:35][C:2]1[CH:7]=[CH:6][C:5]([C:8]2[N:9]=[C:10]([CH3:30])[C:11]3[C:16]4[N:17]=[C:18]([N:24]5[CH2:29][CH2:28][NH:27][CH2:26][CH2:25]5)[N:19]=[C:20]([O:21][CH2:22][CH3:23])[C:15]=4[S:14][C:12]=3[N:13]=2)=[CH:4][CH:3]=1)[CH2:32][CH2:33][CH3:34]. The catalyst class is: 11. (2) Reactant: [CH3:1][O:2][C:3]1[CH:8]=[CH:7][C:6]([CH2:9][CH2:10][CH2:11][CH2:12][C:13]#[C:14][Si](C)(C)C)=[C:5]([CH3:19])[CH:4]=1.[OH-].[Na+]. Product: [CH2:9]([C:6]1[CH:7]=[CH:8][C:3]([O:2][CH3:1])=[CH:4][C:5]=1[CH3:19])[CH2:10][CH2:11][CH2:12][C:13]#[CH:14]. The catalyst class is: 5. (3) Reactant: [S:1]1[C:5]2[CH:6]=[CH:7][CH:8]=[CH:9][C:4]=2[N:3]=[C:2]1[S:10][CH2:11][CH2:12][CH2:13][N:14]1[CH2:19][CH2:18][N:17](C(OC(C)(C)C)=O)[CH2:16][CH2:15]1.FC(F)(F)C(O)=O. Product: [N:14]1([CH2:13][CH2:12][CH2:11][S:10][C:2]2[S:1][C:5]3[CH:6]=[CH:7][CH:8]=[CH:9][C:4]=3[N:3]=2)[CH2:19][CH2:18][NH:17][CH2:16][CH2:15]1. The catalyst class is: 4. (4) Reactant: [C:1]([O:5][C:6]([NH:8][CH:9]([CH2:13][CH2:14][CH2:15][CH2:16][NH:17][S:18]([C:21]1[CH:26]=[CH:25][C:24]([CH3:27])=[CH:23][CH:22]=1)(=[O:20])=[O:19])[C:10](O)=[O:11])=[O:7])([CH3:4])([CH3:3])[CH3:2].[C@H:28]1([NH2:38])[C:37]2[C:32](=[CH:33][CH:34]=[CH:35][CH:36]=2)[CH2:31][CH2:30][CH2:29]1.Cl.C(N=C=NCCCN(C)C)C.O.ON1C2C=CC=CC=2N=N1.C(N(C(C)C)CC)(C)C. Product: [C:1]([O:5][C:6](=[O:7])[NH:8][CH:9]([C:10](=[O:11])[NH:38][CH:28]1[C:37]2[C:32](=[CH:33][CH:34]=[CH:35][CH:36]=2)[CH2:31][CH2:30][CH2:29]1)[CH2:13][CH2:14][CH2:15][CH2:16][NH:17][S:18]([C:21]1[CH:26]=[CH:25][C:24]([CH3:27])=[CH:23][CH:22]=1)(=[O:19])=[O:20])([CH3:2])([CH3:4])[CH3:3]. The catalyst class is: 13. (5) Reactant: [N-:1]=[N+:2]=[N-:3].[Na+].Br[CH2:6][C:7]([C:9]1[CH:14]=[CH:13][C:12]([O:15][CH2:16][C:17]2[CH:26]=[CH:25][C:24]3[C:19](=[CH:20][CH:21]=[C:22]([F:27])[CH:23]=3)[N:18]=2)=[CH:11][C:10]=1[CH:28]([C:33]1[CH:38]=[CH:37][CH:36]=[CH:35][CH:34]=1)[C:29]([CH3:32])([CH3:31])[CH3:30])=[O:8].O. Product: [N:1]([CH2:6][C:7]([C:9]1[CH:14]=[CH:13][C:12]([O:15][CH2:16][C:17]2[CH:26]=[CH:25][C:24]3[C:19](=[CH:20][CH:21]=[C:22]([F:27])[CH:23]=3)[N:18]=2)=[CH:11][C:10]=1[CH:28]([C:33]1[CH:38]=[CH:37][CH:36]=[CH:35][CH:34]=1)[C:29]([CH3:30])([CH3:31])[CH3:32])=[O:8])=[N+:2]=[N-:3]. The catalyst class is: 3. (6) Reactant: [N:1]1[C:10]2[C:5](=[CH:6][C:7]([CH2:11][N:12]3[C:16]4=[N:17][C:18]([C:21]5[CH:29]=[CH:28][C:24]([C:25](O)=[O:26])=[CH:23][CH:22]=5)=[CH:19][CH:20]=[C:15]4[N:14]=[N:13]3)=[CH:8][CH:9]=2)[CH:4]=[CH:3][CH:2]=1.C1C=CC2N(O)N=NC=2C=1.CCN=C=NCCCN(C)C.[ClH:51].C(N(CC)CC)C.[CH3:59][O:60][CH2:61][CH2:62][NH:63][CH2:64][CH2:65][O:66][CH3:67]. Product: [ClH:51].[CH3:59][O:60][CH2:61][CH2:62][N:63]([CH2:64][CH2:65][O:66][CH3:67])[C:25](=[O:26])[C:24]1[CH:28]=[CH:29][C:21]([C:18]2[N:17]=[C:16]3[N:12]([CH2:11][C:7]4[CH:6]=[C:5]5[C:10](=[CH:9][CH:8]=4)[N:1]=[CH:2][CH:3]=[CH:4]5)[N:13]=[N:14][C:15]3=[CH:20][CH:19]=2)=[CH:22][CH:23]=1. The catalyst class is: 18.